Dataset: Forward reaction prediction with 1.9M reactions from USPTO patents (1976-2016). Task: Predict the product of the given reaction. Given the reactants [NH2:1][C:2]1[C:10]2[N:9]=[CH:8][NH:7][C:6]=2[CH:5]=[C:4]([C:11]([O:13][CH3:14])=[O:12])[CH:3]=1.N1C=CC=CC=1.[Cl:21][CH2:22][CH2:23][CH2:24][CH2:25][S:26](Cl)(=[O:28])=[O:27], predict the reaction product. The product is: [Cl:21][CH2:22][CH2:23][CH2:24][CH2:25][S:26]([NH:1][C:2]1[C:10]2[N:9]=[CH:8][NH:7][C:6]=2[CH:5]=[C:4]([C:11]([O:13][CH3:14])=[O:12])[CH:3]=1)(=[O:28])=[O:27].